Predict which catalyst facilitates the given reaction. From a dataset of Catalyst prediction with 721,799 reactions and 888 catalyst types from USPTO. (1) Reactant: [C:1]1([N:7]([C:14]2[CH:19]=[CH:18][CH:17]=[CH:16][CH:15]=2)[C:8]2[CH:13]=[CH:12][CH:11]=[CH:10][CH:9]=2)[CH:6]=[CH:5][CH:4]=[CH:3][CH:2]=1.[Br:20]N1C(=O)CCC1=O.C(OCC)(=O)C. Product: [CH:17]1[CH:16]=[CH:15][C:14]([N:7]([C:1]2[CH:2]=[CH:3][C:4]([Br:20])=[CH:5][CH:6]=2)[C:8]2[CH:13]=[CH:12][CH:11]=[CH:10][CH:9]=2)=[CH:19][CH:18]=1. The catalyst class is: 6. (2) Reactant: [C:1]([O:5][C:6]([N:8]1[CH2:12][C:11](=O)[C:10](=[CH:14]N(C)C)[CH2:9]1)=[O:7])([CH3:4])([CH3:3])[CH3:2].[CH3:18][N:19]1[CH2:24][CH2:23][N:22]([C:25](=[NH:27])[NH2:26])[CH2:21][CH2:20]1.C[O-].[Na+]. Product: [C:1]([O:5][C:6]([N:8]1[CH2:9][C:10]2[CH:14]=[N:26][C:25]([N:22]3[CH2:23][CH2:24][N:19]([CH3:18])[CH2:20][CH2:21]3)=[N:27][C:11]=2[CH2:12]1)=[O:7])([CH3:4])([CH3:2])[CH3:3]. The catalyst class is: 8. (3) Reactant: Br[CH2:2][CH2:3][O:4][C:5]1[C:10]([CH3:11])=[CH:9][C:8]([C:12]2[NH:21][C:20](=[O:22])[C:19]3[C:14](=[CH:15][CH:16]=[C:17]([O:23][CH3:24])[CH:18]=3)[N:13]=2)=[CH:7][C:6]=1[CH3:25].[NH:26]1[CH2:30][CH2:29][CH2:28][CH2:27]1. Product: [CH3:25][C:6]1[CH:7]=[C:8]([C:12]2[NH:21][C:20](=[O:22])[C:19]3[C:14](=[CH:15][CH:16]=[C:17]([O:23][CH3:24])[CH:18]=3)[N:13]=2)[CH:9]=[C:10]([CH3:11])[C:5]=1[O:4][CH2:3][CH2:2][N:26]1[CH2:30][CH2:29][CH2:28][CH2:27]1. The catalyst class is: 9. (4) Reactant: [N:1]1[N:2]([C:11]2[CH:19]=[CH:18][C:14]([C:15]([NH2:17])=[O:16])=[CH:13][CH:12]=2)[CH:3]=[C:4]2[CH2:10][CH2:9][NH:8][CH2:7][CH2:6][C:5]=12.[C:20]1(=O)[CH2:23][CH2:22][CH2:21]1.C(O[BH-](OC(=O)C)OC(=O)C)(=O)C.[Na+].CO. Product: [CH:20]1([N:8]2[CH2:9][CH2:10][C:4]3=[CH:3][N:2]([C:11]4[CH:19]=[CH:18][C:14]([C:15]([NH2:17])=[O:16])=[CH:13][CH:12]=4)[N:1]=[C:5]3[CH2:6][CH2:7]2)[CH2:23][CH2:22][CH2:21]1. The catalyst class is: 411. (5) Reactant: [CH2:1]([O:8][C:9]1[C:10]([C:48]([O:50]C)=[O:49])=[N:11][C:12]([N:19]2[CH2:24][CH2:23][N:22]([C:25](=[O:47])[CH2:26][CH2:27][CH2:28][CH2:29][O:30][C:31]3[CH:36]=[C:35]([F:37])[CH:34]=[CH:33][C:32]=3[CH2:38][NH:39][C:40]([O:42][C:43]([CH3:46])([CH3:45])[CH3:44])=[O:41])[CH2:21][CH2:20]2)=[C:13]2[C:18]=1[N:17]=[CH:16][CH:15]=[CH:14]2)[C:2]1[CH:7]=[CH:6][CH:5]=[CH:4][CH:3]=1.[OH-].[Na+]. Product: [CH2:1]([O:8][C:9]1[C:10]([C:48]([OH:50])=[O:49])=[N:11][C:12]([N:19]2[CH2:24][CH2:23][N:22]([C:25](=[O:47])[CH2:26][CH2:27][CH2:28][CH2:29][O:30][C:31]3[CH:36]=[C:35]([F:37])[CH:34]=[CH:33][C:32]=3[CH2:38][NH:39][C:40]([O:42][C:43]([CH3:44])([CH3:45])[CH3:46])=[O:41])[CH2:21][CH2:20]2)=[C:13]2[C:18]=1[N:17]=[CH:16][CH:15]=[CH:14]2)[C:2]1[CH:3]=[CH:4][CH:5]=[CH:6][CH:7]=1. The catalyst class is: 87.